This data is from Full USPTO retrosynthesis dataset with 1.9M reactions from patents (1976-2016). The task is: Predict the reactants needed to synthesize the given product. (1) Given the product [CH3:24][O:23][C:16]1[CH:15]=[C:14]([CH:19]=[CH:18][C:17]=1[N+:20]([O-:22])=[O:21])[CH2:13][CH:4]([C:3]([O:10][CH3:11])=[O:9])[C:5]([O:7][CH3:8])=[O:6], predict the reactants needed to synthesize it. The reactants are: [H-].[Na+].[C:3]([O:10][CH3:11])(=[O:9])[CH2:4][C:5]([O:7][CH3:8])=[O:6].Br[CH2:13][C:14]1[CH:19]=[CH:18][C:17]([N+:20]([O-:22])=[O:21])=[C:16]([O:23][CH3:24])[CH:15]=1. (2) Given the product [CH2:9]1[CH:10]2[CH2:18][N:17]3[C:12]([CH:11]2[CH2:20][NH:8]1)=[CH:13][CH:14]=[CH:15][C:16]3=[O:19], predict the reactants needed to synthesize it. The reactants are: C(OC([N:8]1[CH2:20][CH:11]2[C:12]3[N:17]([CH2:18][CH:10]2[CH2:9]1)[C:16](=[O:19])[CH:15]=[CH:14][CH:13]=3)=O)(C)(C)C.Cl. (3) The reactants are: Br[C:2]1[S:3][C:4]2[CH2:5][C:6]3[C:12]([C:13]4[CH:18]=[CH:17][C:16]([O:19][CH3:20])=[CH:15][CH:14]=4)=[N:11][N:10]([CH2:21][O:22][CH2:23][CH2:24][Si:25]([CH3:28])([CH3:27])[CH3:26])[C:7]=3[C:8]=2[CH:9]=1.CC1(C)C(C)(C)OB([C:37]2[CH:38]=[N:39][CH:40]=[CH:41][CH:42]=2)O1.C([O-])([O-])=O.[Na+].[Na+]. Given the product [CH3:20][O:19][C:16]1[CH:15]=[CH:14][C:13]([C:12]2[C:6]3[CH2:5][C:4]4[S:3][C:2]([C:37]5[CH:38]=[N:39][CH:40]=[CH:41][CH:42]=5)=[CH:9][C:8]=4[C:7]=3[N:10]([CH2:21][O:22][CH2:23][CH2:24][Si:25]([CH3:26])([CH3:28])[CH3:27])[N:11]=2)=[CH:18][CH:17]=1, predict the reactants needed to synthesize it. (4) Given the product [C:4]1([C:10]2[C:18]3[C:17]([N:19]4[CH2:20][CH2:21][CH:22]([CH2:25][O:26][CH2:27][CH2:28][N:29]5[CH2:33][CH2:32][CH2:31][CH2:30]5)[CH2:23][CH2:24]4)=[N:16][CH:15]=[N:14][C:13]=3[S:12][C:11]=2[C:34]([OH:36])=[O:35])[CH:9]=[CH:8][CH:7]=[CH:6][CH:5]=1, predict the reactants needed to synthesize it. The reactants are: O.[OH-].[Li+].[C:4]1([C:10]2[C:18]3[C:17]([N:19]4[CH2:24][CH2:23][CH:22]([CH2:25][O:26][CH2:27][CH2:28][N:29]5[CH2:33][CH2:32][CH2:31][CH2:30]5)[CH2:21][CH2:20]4)=[N:16][CH:15]=[N:14][C:13]=3[S:12][C:11]=2[C:34]([O:36]C)=[O:35])[CH:9]=[CH:8][CH:7]=[CH:6][CH:5]=1. (5) Given the product [C:6]1([S:12]([CH2:15][CH2:16][CH2:17][CH2:18][CH2:19][N:20]2[C:28]3[C:27]([CH3:29])=[C:26]([CH3:30])[N:25]=[C:24]([NH2:5])[C:23]=3[N:22]=[C:21]2[CH2:38][CH2:1][CH3:2])(=[O:14])=[O:13])[CH:11]=[CH:10][CH:9]=[CH:8][CH:7]=1, predict the reactants needed to synthesize it. The reactants are: [C:1]([O-])(=O)[CH3:2].[NH4+:5].[C:6]1([S:12]([CH2:15][CH2:16][CH2:17][CH2:18][CH2:19][N:20]2[C:28]3[C:27]([CH3:29])=[C:26]([CH3:30])[N:25]=[C:24](OC4C=CC=CC=4)[C:23]=3[N:22]=[C:21]2[CH2:38]CC)(=[O:14])=[O:13])[CH:11]=[CH:10][CH:9]=[CH:8][CH:7]=1.